Dataset: Ames mutagenicity test results for genotoxicity prediction. Task: Regression/Classification. Given a drug SMILES string, predict its toxicity properties. Task type varies by dataset: regression for continuous values (e.g., LD50, hERG inhibition percentage) or binary classification for toxic/non-toxic outcomes (e.g., AMES mutagenicity, cardiotoxicity, hepatotoxicity). Dataset: ames. (1) The drug is CC12CCC3c4ccc(O)cc4CCC3C1CCC2O. The result is 0 (non-mutagenic). (2) The molecule is COC(=O)c1ccc(/C=N/n2nnc3c4ccccc4nc-3c2O)cc1. The result is 1 (mutagenic).